From a dataset of Forward reaction prediction with 1.9M reactions from USPTO patents (1976-2016). Predict the product of the given reaction. (1) Given the reactants C1([O:6][C:7]2[C:12]3[O:13][C:14]4[CH:19]=[CH:18][C:17]([N+:20]([O-:22])=[O:21])=[CH:16][C:15]=4[C:11]=3[C:10]([CH:23]=[O:24])=[CH:9][CH:8]=2)CCCC1, predict the reaction product. The product is: [OH:6][C:7]1[C:12]2[O:13][C:14]3[CH:19]=[CH:18][C:17]([N+:20]([O-:22])=[O:21])=[CH:16][C:15]=3[C:11]=2[C:10]([CH:23]=[O:24])=[CH:9][CH:8]=1. (2) Given the reactants [C:1]([O:5][C:6]([N:8]1[CH2:13][CH2:12][CH:11]=[C:10]([CH2:14]O)[CH2:9]1)=[O:7])([CH3:4])([CH3:3])[CH3:2].C([O-])([O-])OCC.[N+](C1C=C([N+]([O-])=O)C=CC=1O)([O-])=O.[C:35]([O:38][CH2:39][CH3:40])(=[O:37])[CH3:36], predict the reaction product. The product is: [CH2:39]([O:38][C:35](=[O:37])[CH2:36][CH:11]1[CH2:12][CH2:13][N:8]([C:6]([O:5][C:1]([CH3:2])([CH3:3])[CH3:4])=[O:7])[CH2:9][C:10]1=[CH2:14])[CH3:40]. (3) Given the reactants [CH3:1][CH:2]1[CH2:7][NH:6][CH2:5][CH2:4][NH:3]1.[F:8][C:9]1[CH:16]=[CH:15][C:12]([CH2:13]Br)=[CH:11][CH:10]=1, predict the reaction product. The product is: [F:8][C:9]1[CH:16]=[CH:15][C:12]([CH2:13][N:6]2[CH2:5][CH2:4][NH:3][CH:2]([CH3:1])[CH2:7]2)=[CH:11][CH:10]=1. (4) Given the reactants NC1C(N)=CC2CCN(C(=O)C(F)(F)F)CCC=2C=1.C(OCC)(=O)C=O.[N:27]1[C:36]2[CH:35]=[C:34]3[CH2:37][CH2:38][NH:39][CH2:40][CH2:41][C:33]3=[CH:32][C:31]=2[N:30]=[CH:29]C=1, predict the reaction product. The product is: [NH:30]1[C:31]2[C:36](=[CH:35][C:34]3[CH2:37][CH2:38][NH:39][CH2:40][CH2:41][C:33]=3[CH:32]=2)[N:27]=[CH:29]1. (5) Given the reactants C(NC(C)C)(C)C.C([Li])CCC.[Cl:13][C:14]1[CH:19]=[C:18]([Cl:20])[CH:17]=[CH:16][N:15]=1.[C:21](=[O:23])=[O:22], predict the reaction product. The product is: [Cl:13][C:14]1[N:15]=[CH:16][CH:17]=[C:18]([Cl:20])[C:19]=1[C:21]([OH:23])=[O:22]. (6) Given the reactants [N+:1]([C:4]1[CH:5]=[C:6]([CH:10]=[CH:11][C:12]=1[N+:13]([O-:15])=[O:14])[C:7]([OH:9])=O)([O-:3])=[O:2].P(Cl)(Cl)(Cl)(Cl)Cl.CCCCCC.[O:28]1[CH2:32][CH2:31][CH2:30][CH:29]1[CH2:33][NH2:34], predict the reaction product. The product is: [N+:1]([C:4]1[CH:5]=[C:6]([CH:10]=[CH:11][C:12]=1[N+:13]([O-:15])=[O:14])[C:7]([NH:34][CH2:33][CH:29]1[CH2:30][CH2:31][CH2:32][O:28]1)=[O:9])([O-:3])=[O:2]. (7) Given the reactants [Cl:1][C:2]1[CH:7]=[CH:6][C:5]([NH:8][NH:9][C:10]([C:12]2[S:13][CH:14]=[CH:15][CH:16]=2)=[O:11])=[CH:4][CH:3]=1.C(N(CC)CC)C.[C:24](N1C=CN=C1)(N1C=CN=C1)=[O:25], predict the reaction product. The product is: [Cl:1][C:2]1[CH:7]=[CH:6][C:5]([N:8]2[N:9]=[C:10]([C:12]3[S:13][CH:14]=[CH:15][CH:16]=3)[O:11][C:24]2=[O:25])=[CH:4][CH:3]=1.